This data is from Catalyst prediction with 721,799 reactions and 888 catalyst types from USPTO. The task is: Predict which catalyst facilitates the given reaction. (1) Reactant: Cl[C:2]1[C:11]2[C:6](=[CH:7][CH:8]=[C:9]([I:12])[CH:10]=2)[N:5]=[CH:4][N:3]=1.[CH2:13]1[C:21]2[C:16](=[CH:17][CH:18]=[CH:19][CH:20]=2)[CH2:15][NH:14]1.C(N(CC)CC)C.N1C2C(=CC=CC=2)C=NC=1. Product: [CH2:13]1[C:21]2[C:16](=[CH:17][CH:18]=[CH:19][CH:20]=2)[CH2:15][N:14]1[C:2]1[C:11]2[C:6](=[CH:7][CH:8]=[C:9]([I:12])[CH:10]=2)[N:5]=[CH:4][N:3]=1. The catalyst class is: 12. (2) Reactant: [CH2:1]([C:5]1[O:6][C:7]2[CH:13]=[CH:12][CH:11]=[CH:10][C:8]=2[CH:9]=1)[CH2:2][CH2:3][CH3:4].[Br:14][C:15]1[CH:23]=[CH:22][C:18]([C:19](Cl)=[O:20])=[CH:17][CH:16]=1.[Al+3].[Cl-].[Cl-].[Cl-]. Product: [Br:14][C:15]1[CH:23]=[CH:22][C:18]([C:19]([C:9]2[C:8]3[CH:10]=[CH:11][CH:12]=[CH:13][C:7]=3[O:6][C:5]=2[CH2:1][CH2:2][CH2:3][CH3:4])=[O:20])=[CH:17][CH:16]=1. The catalyst class is: 4.